Dataset: Forward reaction prediction with 1.9M reactions from USPTO patents (1976-2016). Task: Predict the product of the given reaction. (1) Given the reactants [Cl:1][C:2]1[CH:7]=[CH:6][CH:5]=[CH:4][C:3]=1[S:8]([N@:11]1[CH2:13][CH:12]1[C:14]([N:16]1[CH2:21][CH2:20][N:19]([C:22]2[C:27]([C:28]([F:31])([F:30])[F:29])=[CH:26][CH:25]=[CH:24][N:23]=2)[CH2:18][CH2:17]1)=[O:15])(=[O:10])=[O:9].[I-].[Na+].[CH:34]([N:37]=[C:38]=[O:39])([CH3:36])[CH3:35], predict the reaction product. The product is: [Cl:1][C:2]1[CH:7]=[CH:6][CH:5]=[CH:4][C:3]=1[S:8]([N:11]1[CH2:13][CH:12]([C:14]([N:16]2[CH2:21][CH2:20][N:19]([C:22]3[C:27]([C:28]([F:30])([F:29])[F:31])=[CH:26][CH:25]=[CH:24][N:23]=3)[CH2:18][CH2:17]2)=[O:15])[N:37]([CH:34]([CH3:36])[CH3:35])[C:38]1=[O:39])(=[O:9])=[O:10]. (2) Given the reactants [F:1][C:2]1[CH:3]=[C:4]([NH:27][C:28](=[O:39])[CH2:29][C:30]([NH:32][C:33]2[CH:38]=[CH:37][CH:36]=[CH:35][CH:34]=2)=[O:31])[CH:5]=[CH:6][C:7]=1[O:8][C:9]1[CH:14]=[CH:13][N:12]=[C:11]2[CH:15]=[C:16]([C:18]3[N:19]=[CH:20][N:21]([CH2:23][CH2:24][O:25]C)[CH:22]=3)[S:17][C:10]=12.B(Br)(Br)Br, predict the reaction product. The product is: [F:1][C:2]1[CH:3]=[C:4]([NH:27][C:28](=[O:39])[CH2:29][C:30]([NH:32][C:33]2[CH:38]=[CH:37][CH:36]=[CH:35][CH:34]=2)=[O:31])[CH:5]=[CH:6][C:7]=1[O:8][C:9]1[CH:14]=[CH:13][N:12]=[C:11]2[CH:15]=[C:16]([C:18]3[N:19]=[CH:20][N:21]([CH2:23][CH2:24][OH:25])[CH:22]=3)[S:17][C:10]=12. (3) Given the reactants [NH2:1][C:2]1[C:11]2[N:12]=[C:13]([CH2:20][O:21][CH2:22][CH3:23])[N:14]([CH2:15][C:16]([CH3:19])([OH:18])[CH3:17])[C:10]=2[C:9]2[N:8]=[CH:7][C:6](Br)=[CH:5][C:4]=2[N:3]=1.[C:25]1(B(O)O)[CH:30]=[CH:29][CH:28]=[CH:27][CH:26]=1.C(=O)([O-])[O-].[K+].[K+].COCCOC, predict the reaction product. The product is: [NH2:1][C:2]1[C:11]2[N:12]=[C:13]([CH2:20][O:21][CH2:22][CH3:23])[N:14]([CH2:15][C:16]([CH3:19])([OH:18])[CH3:17])[C:10]=2[C:9]2[N:8]=[CH:7][C:6]([C:25]3[CH:30]=[CH:29][CH:28]=[CH:27][CH:26]=3)=[CH:5][C:4]=2[N:3]=1. (4) Given the reactants [C:1]([O:5][C:6]([N:8]1[CH2:13][CH2:12][CH:11]([C:14]([OH:16])=[O:15])[CH2:10][CH2:9]1)=[O:7])([CH3:4])([CH3:3])[CH3:2].[CH:17]1([CH2:23]O)[CH2:22][CH2:21][CH2:20][CH2:19][CH2:18]1.CN(C1C=CC=CN=1)C.C1(N=C=NC2CCCCC2)CCCCC1, predict the reaction product. The product is: [CH2:20]1[CH2:21][CH2:22][CH:17]([CH2:23][O:15][C:14]([CH:11]2[CH2:12][CH2:13][N:8]([C:6]([O:5][C:1]([CH3:4])([CH3:2])[CH3:3])=[O:7])[CH2:9][CH2:10]2)=[O:16])[CH2:18][CH2:19]1. (5) Given the reactants [NH:1]1[C:9]2[C:4](=[CH:5][CH:6]=[CH:7][CH:8]=2)[C:3](/[CH:10]=[C:11]2\[O:12][C:13]3[C:20]([CH2:21][N:22]4[CH2:27][CH2:26][N:25](C(OC(C)(C)C)=O)[CH2:24][CH2:23]4)=[C:19]([OH:35])[CH:18]=[CH:17][C:14]=3[C:15]\2=[O:16])=[CH:2]1.Cl, predict the reaction product. The product is: [NH:1]1[C:9]2[C:4](=[CH:5][CH:6]=[CH:7][CH:8]=2)[C:3](/[CH:10]=[C:11]2\[O:12][C:13]3[C:20]([CH2:21][N:22]4[CH2:23][CH2:24][NH:25][CH2:26][CH2:27]4)=[C:19]([OH:35])[CH:18]=[CH:17][C:14]=3[C:15]\2=[O:16])=[CH:2]1.